From a dataset of Catalyst prediction with 721,799 reactions and 888 catalyst types from USPTO. Predict which catalyst facilitates the given reaction. (1) Reactant: I[C:2]1[N:7]=[C:6]([C:8]([O:10][CH3:11])=[O:9])[C:5](=[O:12])[N:4]([C:13]2[CH:18]=[CH:17][CH:16]=[C:15]([C:19]([F:22])([F:21])[F:20])[CH:14]=2)[C:3]=1[CH3:23].[NH2:24][C:25]([CH3:37])([CH3:36])[CH2:26][NH:27][C:28]1[CH:35]=[CH:34][C:31]([C:32]#[N:33])=[CH:30][CH:29]=1.C(N(CC)CC)C. Product: [C:32]([C:31]1[CH:30]=[CH:29][C:28]([NH:27][CH2:26][C:25]([NH:24][C:2]2[N:7]=[C:6]([C:8]([O:10][CH3:11])=[O:9])[C:5](=[O:12])[N:4]([C:13]3[CH:18]=[CH:17][CH:16]=[C:15]([C:19]([F:22])([F:21])[F:20])[CH:14]=3)[C:3]=2[CH3:23])([CH3:36])[CH3:37])=[CH:35][CH:34]=1)#[N:33]. The catalyst class is: 10. (2) Reactant: [C:1]([O:5][C:6]([N:8]1[CH2:13][CH2:12][N:11]([C:14]2[C:15]3[C:29]([Cl:30])=[CH:28][N:27]=[C:26](C4C=CNN=4)[C:16]=3[N:17]=[C:18]([C:20]3[CH:25]=[CH:24][N:23]=[CH:22][CH:21]=3)[N:19]=2)[CH2:10][CH2:9]1)=[O:7])([CH3:4])([CH3:3])[CH3:2].[CH3:36][N:37](C=O)[CH3:38].CNC. Product: [C:1]([O:5][C:6]([N:8]1[CH2:13][CH2:12][N:11]([C:14]2[C:15]3[C:29]([Cl:30])=[CH:28][N:27]=[C:26]([N:37]([CH3:38])[CH3:36])[C:16]=3[N:17]=[C:18]([C:20]3[CH:25]=[CH:24][N:23]=[CH:22][CH:21]=3)[N:19]=2)[CH2:10][CH2:9]1)=[O:7])([CH3:4])([CH3:2])[CH3:3]. The catalyst class is: 8. (3) Reactant: [CH:1]1([CH2:17]C2C=C(C)C=CC=2S([O-])(=O)=O)[CH2:4][CH:3]([CH2:5][C:6]2C=C(C)C=CC=2S([O-])(=O)=O)[CH2:2]1.[C-]#[N:30].[Na+].C[N:33]([CH:35]=O)C. Product: [CH:1]1([CH2:17][C:35]#[N:33])[CH2:4][CH:3]([CH2:5][C:6]#[N:30])[CH2:2]1. The catalyst class is: 6. (4) Reactant: Br[C:2]1[N:6]2[CH2:7][C:8]3([C:15]4[CH:20]=[CH:19][C:18]([O:21][CH3:22])=[CH:17][CH:16]=4)[NH:14][CH2:13][CH2:12][N:9]3[C:10](=[O:11])[C:5]2=[CH:4][CH:3]=1.C(N(CC)CC)C.[CH3:30][Si:31]([C:34]#[CH:35])([CH3:33])[CH3:32]. Product: [CH3:22][O:21][C:18]1[CH:19]=[CH:20][C:15]([C:8]23[NH:14][CH2:13][CH2:12][N:9]2[C:10](=[O:11])[C:5]2[N:6]([C:2]([C:35]#[C:34][Si:31]([CH3:33])([CH3:32])[CH3:30])=[CH:3][CH:4]=2)[CH2:7]3)=[CH:16][CH:17]=1. The catalyst class is: 778. (5) Reactant: [NH2:1][CH2:2][CH2:3][O:4][CH2:5][CH2:6][NH:7][C:8](=[O:14])[O:9][C:10]([CH3:13])([CH3:12])[CH3:11].[CH3:15][C:16]1[N:24]([C:25]([C:27]2[CH:28]=[CH:29][C:30]([Cl:33])=[CH:31][CH:32]=2)=[O:26])[C:23]2[CH:22]=[CH:21][C:20]([O:34][CH3:35])=[CH:19][C:18]=2[C:17]=1[CH2:36][C:37](O)=[O:38].CCN=C=NCCCN(C)C. Product: [Cl:33][C:30]1[CH:29]=[CH:28][C:27]([C:25]([N:24]2[C:23]3[C:18](=[CH:19][C:20]([O:34][CH3:35])=[CH:21][CH:22]=3)[C:17]([CH2:36][C:37]([NH:1][CH2:2][CH2:3][O:4][CH2:5][CH2:6][NH:7][C:8](=[O:14])[O:9][C:10]([CH3:11])([CH3:13])[CH3:12])=[O:38])=[C:16]2[CH3:15])=[O:26])=[CH:32][CH:31]=1. The catalyst class is: 210. (6) Reactant: [C:1](=[O:13])(SC)[O:2][CH:3]([O:5][C:6](=[O:10])[CH:7]([CH3:9])[CH3:8])[CH3:4].O[N:15]1[C:19](=[O:20])[CH2:18][CH2:17][C:16]1=[O:21].C(OO)(=[O:24])C.C(O)(=O)C. Product: [C:6]([O:5][CH:3]([O:2][C:1]([O:13][CH:17]1[CH2:18][C:19](=[O:20])[NH:15][C:16]1=[O:21])=[O:24])[CH3:4])(=[O:10])[CH:7]([CH3:9])[CH3:8]. The catalyst class is: 158. (7) Reactant: [F:1][C:2]1[CH:3]=[C:4]2[C:9](=[CH:10][CH:11]=1)[N:8]=[CH:7][CH:6]=[C:5]2[N:12]1[CH2:17][CH2:16][N:15]([CH:18]([CH3:22])[C:19]([OH:21])=O)[CH2:14][CH2:13]1.[Cl:23][C:24]1[CH:30]=[CH:29][C:27]([NH2:28])=[CH:26][CH:25]=1.CCN(C(C)C)C(C)C.C1CN([P+](ON2N=NC3C=CC=CC2=3)(N2CCCC2)N2CCCC2)CC1.F[P-](F)(F)(F)(F)F. Product: [Cl:23][C:24]1[CH:30]=[CH:29][C:27]([NH:28][C:19](=[O:21])[CH:18]([N:15]2[CH2:14][CH2:13][N:12]([C:5]3[C:4]4[C:9](=[CH:10][CH:11]=[C:2]([F:1])[CH:3]=4)[N:8]=[CH:7][CH:6]=3)[CH2:17][CH2:16]2)[CH3:22])=[CH:26][CH:25]=1. The catalyst class is: 3.